This data is from Reaction yield outcomes from USPTO patents with 853,638 reactions. The task is: Predict the reaction yield, written as a fraction of the theoretical maximum amount of product (1.0 means a 100% yield; for example, 0.34 means a 34% yield). (1) The reactants are Br[C:2]1[CH:7]=[CH:6][C:5]([Br:8])=[CH:4][N:3]=1.[CH3:9][NH:10][CH3:11]. The catalyst is O1CCCC1. The product is [Br:8][C:5]1[CH:6]=[CH:7][C:2]([N:10]([CH3:11])[CH3:9])=[N:3][CH:4]=1. The yield is 0.860. (2) The reactants are [C:1]1(=[O:14])[C:6]2=[N:7][C:8]3[CH:13]=[CH:12][CH:11]=[CH:10][C:9]=3[N:5]2[CH2:4][CH2:3][NH:2]1. The catalyst is [Pd].C(O)(=O)C. The product is [C:1]1(=[O:14])[C:6]2=[N:7][C:8]3[CH2:13][CH2:12][CH2:11][CH2:10][C:9]=3[N:5]2[CH2:4][CH2:3][NH:2]1. The yield is 0.710. (3) The reactants are [CH3:1][N:2]([CH3:6])[CH2:3][CH2:4][OH:5].[CH2:7]([O:18][CH2:19]Cl)[CH2:8][CH2:9][CH2:10][CH2:11][CH2:12][CH2:13][CH2:14][CH2:15][CH2:16][CH3:17].[C:21]([O-:29])(=[O:28])[C:22]1[CH:27]=[CH:26][CH:25]=[CH:24][CH:23]=1.[Na+]. The yield is 0.800. The product is [C:21]([O-:29])(=[O:28])[C:22]1[CH:27]=[CH:26][CH:25]=[CH:24][CH:23]=1.[OH:5][CH2:4][CH2:3][N+:2]([CH3:6])([CH3:1])[CH2:19][O:18][CH2:7][CH2:8][CH2:9][CH2:10][CH2:11][CH2:12][CH2:13][CH2:14][CH2:15][CH2:16][CH3:17]. The catalyst is CCCCCC. (4) The yield is 0.350. The product is [CH2:2]([O:3][C:4]([C:6]1[NH:7][C:8]2[C:13]([CH:14]=1)=[CH:12][C:11]([Cl:15])=[CH:10][C:9]=2[CH2:16][C:17]#[N:18])=[O:5])[CH3:1]. The catalyst is C(Cl)Cl. The reactants are [CH3:1][CH2:2][O:3][C:4]([C:6]1[N:7](C(OC(C)(C)C)=O)[C:8]2[C:13]([CH:14]=1)=[CH:12][C:11]([Cl:15])=[CH:10][C:9]=2[CH2:16][C:17]#[N:18])=[O:5].C(O)(C(F)(F)F)=O. (5) The reactants are [NH2:1][CH2:2][C@@:3]1([OH:11])[CH:8]2[CH2:9][CH2:10][N:5]([CH2:6][CH2:7]2)[CH2:4]1.CCN(C(C)C)C(C)C.C([O-])([O-])=O.[Cs+].[Cs+].[O:27]1[C:35]2[C:30](=[N:31][CH:32]=[CH:33][CH:34]=2)[N:29]=[C:28]1[N:36]=[C:37](SC)SC. The catalyst is CN(C=O)C. The product is [O:27]1[C:35]2[C:30](=[N:31][CH:32]=[CH:33][CH:34]=2)[N:29]=[C:28]1[NH:36][C:37]1[O:11][C@:3]2([CH2:2][N:1]=1)[CH:8]1[CH2:7][CH2:6][N:5]([CH2:10][CH2:9]1)[CH2:4]2. The yield is 0.860. (6) The reactants are Br[C:2]1[CH:7]=[CH:6][CH:5]=[CH:4][C:3]=1[O:8][CH3:9].[CH2:10]([N:17]1[CH2:22][CH2:21][CH:20]([CH2:23][CH:24]=[O:25])[CH2:19][CH2:18]1)[C:11]1[CH:16]=[CH:15][CH:14]=[CH:13][CH:12]=1.[Cl-].[NH4+]. The catalyst is O1CCCC1.C([Li])CCC. The product is [CH2:10]([N:17]1[CH2:22][CH2:21][CH:20]([CH2:23][CH:24]([C:2]2[CH:7]=[CH:6][CH:5]=[CH:4][C:3]=2[O:8][CH3:9])[OH:25])[CH2:19][CH2:18]1)[C:11]1[CH:16]=[CH:15][CH:14]=[CH:13][CH:12]=1. The yield is 0.690. (7) The reactants are CO[CH:3](OC)[N:4]([CH3:6])[CH3:5].[Cl:9][C:10]1[CH:15]=[CH:14][C:13]([C:16](=[O:24])[C:17]2[CH:22]=[CH:21][C:20]([OH:23])=[CH:19][CH:18]=2)=[CH:12][C:11]=1[S:25]([NH2:28])(=[O:27])=[O:26]. The catalyst is C(#N)C. The product is [Cl:9][C:10]1[CH:15]=[CH:14][C:13]([C:16](=[O:24])[C:17]2[CH:18]=[CH:19][C:20]([OH:23])=[CH:21][CH:22]=2)=[CH:12][C:11]=1[S:25]([N:28]=[CH:3][N:4]([CH3:5])[CH3:6])(=[O:27])=[O:26]. The yield is 0.810. (8) The reactants are [CH3:1][C:2]1[S:6][C:5]2[C:7]([C:11](O)=[O:12])=[CH:8][CH:9]=[CH:10][C:4]=2[CH:3]=1. The catalyst is O1CCCC1. The product is [CH3:1][C:2]1[S:6][C:5]2[C:7]([CH2:11][OH:12])=[CH:8][CH:9]=[CH:10][C:4]=2[CH:3]=1. The yield is 0.912. (9) The reactants are CC1C2C(=CC=CC=2[N+]([O-])=O)NC=1.[CH3:14][C:15]1[C:23]2[C:18](=[CH:19][C:20]([N+:24]([O-])=O)=[CH:21][CH:22]=2)[NH:17][CH:16]=1. The catalyst is C(O)C.[Pd]. The product is [CH3:14][C:15]1[C:23]2[C:18](=[CH:19][C:20]([NH2:24])=[CH:21][CH:22]=2)[NH:17][CH:16]=1. The yield is 0.240. (10) The reactants are C[O:2][C:3]([C:5]1[C:14]([NH2:15])=[C:13]([F:16])[C:8]2[N:9]=[CH:10][N:11]([CH3:12])[C:7]=2[CH:6]=1)=[O:4].C(=O)([O-])[O-].[Cs+].[Cs+].[Br:23][C:24]1[CH:29]=[CH:28][C:27](I)=[C:26]([Cl:31])[CH:25]=1.S(=O)(=O)(O)O.[OH-].[Na+]. The catalyst is C1(OC)C=CC=CC=1.CO. The product is [Br:23][C:24]1[CH:29]=[CH:28][C:27]([NH:15][C:14]2[C:5]([C:3]([OH:2])=[O:4])=[CH:6][C:7]3[N:11]([CH3:12])[CH:10]=[N:9][C:8]=3[C:13]=2[F:16])=[C:26]([Cl:31])[CH:25]=1. The yield is 0.722.